Dataset: Full USPTO retrosynthesis dataset with 1.9M reactions from patents (1976-2016). Task: Predict the reactants needed to synthesize the given product. (1) Given the product [CH2:1]([N:8]([CH2:21][CH3:22])[CH2:9][CH2:10][C:11]1[C:19]2[C:14](=[CH:15][CH:16]=[C:17]([F:20])[CH:18]=2)[NH:13][CH:12]=1)[C:2]1[CH:3]=[CH:4][CH:5]=[CH:6][CH:7]=1, predict the reactants needed to synthesize it. The reactants are: [CH2:1]([NH:8][CH2:9][CH2:10][C:11]1[C:19]2[C:14](=[CH:15][CH:16]=[C:17]([F:20])[CH:18]=2)[NH:13][CH:12]=1)[C:2]1[CH:7]=[CH:6][CH:5]=[CH:4][CH:3]=1.[CH2:21](I)[CH3:22]. (2) Given the product [CH3:10][C:4]1[CH:3]=[C:2]([C:2]2[CH:8]=[C:7]([CH3:9])[C:5]([NH2:6])=[C:4]([CH3:10])[CH:3]=2)[CH:8]=[C:7]([CH3:9])[C:5]=1[NH2:6], predict the reactants needed to synthesize it. The reactants are: Br[C:2]1[CH:8]=[C:7]([CH3:9])[C:5]([NH2:6])=[C:4]([CH3:10])[CH:3]=1.[OH-].[Na+].C([O-])=O.[Na+]. (3) Given the product [CH2:7]([NH:15][CH2:16][C:17]1[CH:22]=[CH:21][C:20]([S:23]([C:24]2[CH:25]=[CH:26][C:27]([C:28]([NH2:30])=[O:29])=[CH:31][CH:32]=2)=[O:35])=[CH:19][CH:18]=1)[CH2:8][C:9]1[CH:10]=[CH:11][CH:12]=[CH:13][CH:14]=1, predict the reactants needed to synthesize it. The reactants are: I([O-])(=O)(=O)=O.[Na+].[CH2:7]([NH:15][CH2:16][C:17]1[CH:22]=[CH:21][C:20]([S:23][C:24]2[CH:32]=[CH:31][C:27]([C:28]([NH2:30])=[O:29])=[CH:26][CH:25]=2)=[CH:19][CH:18]=1)[CH2:8][C:9]1[CH:14]=[CH:13][CH:12]=[CH:11][CH:10]=1.CS(O)(=O)=[O:35].C(=O)(O)[O-].[Na+]. (4) Given the product [Cl:1][C:2]1[CH:3]=[C:4]2[C:9](=[O:8])[NH:16][C:6](=[O:7])[C:5]2=[CH:11][CH:12]=1, predict the reactants needed to synthesize it. The reactants are: [Cl:1][C:2]1[CH:3]=[C:4]2[C:9](=O)[O:8][C:6](=[O:7])[C:5]2=[CH:11][CH:12]=1.O.C([NH2:16])=O. (5) Given the product [NH2:19][C:17]1[CH:16]=[CH:15][C:10]([C:11]([NH:13][CH3:14])=[O:12])=[C:9]([NH:8][C:6]2[C:5]([Cl:22])=[CH:4][N:3]=[C:2]([Cl:1])[N:7]=2)[CH:18]=1, predict the reactants needed to synthesize it. The reactants are: [Cl:1][C:2]1[N:7]=[C:6]([NH:8][C:9]2[CH:18]=[C:17]([N+:19]([O-])=O)[CH:16]=[CH:15][C:10]=2[C:11]([NH:13][CH3:14])=[O:12])[C:5]([Cl:22])=[CH:4][N:3]=1.Cl.[OH-].[Na+]. (6) Given the product [S:24]1[C:25]2[CH:31]=[CH:30][CH:29]=[CH:28][C:26]=2[N:27]=[C:23]1[C:2]1[CH:3]=[C:4]([CH:16]=[O:17])[C:5]([N:8]2[CH2:13][C@H:12]([CH3:14])[O:11][C@H:10]([CH3:15])[CH2:9]2)=[N:6][CH:7]=1, predict the reactants needed to synthesize it. The reactants are: Br[C:2]1[CH:3]=[C:4]([CH:16]=[O:17])[C:5]([N:8]2[CH2:13][C@@H:12]([CH3:14])[O:11][C@@H:10]([CH3:15])[CH2:9]2)=[N:6][CH:7]=1.C([Sn](CCCC)(CCCC)[C:23]1[S:24][C:25]2[CH:31]=[CH:30][CH:29]=[CH:28][C:26]=2[N:27]=1)CCC. (7) Given the product [CH:15]1[C:16]2[C:21](=[CH:20][CH:19]=[CH:18][CH:17]=2)[CH:22]=[CH:23][C:14]=1[OH:13], predict the reactants needed to synthesize it. The reactants are: CCOCC.O=O.C([O:13][C:14]1[CH:23]=[CH:22][C:21]2[C:16](=[CH:17][CH:18]=[CH:19][CH:20]=2)[CH:15]=1)C(C)(C)C.